From a dataset of Full USPTO retrosynthesis dataset with 1.9M reactions from patents (1976-2016). Predict the reactants needed to synthesize the given product. (1) Given the product [Cl:4][C:5]1[CH:6]=[C:7]2[C:11](=[CH:12][CH:13]=1)[NH:10][C:9]([S:14]([N:17]1[CH2:22][CH2:21][N:20]([C:23](=[N:38][NH2:39])[C:25]3[N:30]=[CH:29][C:28]([C:31]4[CH:36]=[CH:35][N:34]=[CH:33][CH:32]=4)=[CH:27][N:26]=3)[CH2:19][CH2:18]1)(=[O:16])=[O:15])=[CH:8]2, predict the reactants needed to synthesize it. The reactants are: C(O)C.[Cl:4][C:5]1[CH:6]=[C:7]2[C:11](=[CH:12][CH:13]=1)[NH:10][C:9]([S:14]([N:17]1[CH2:22][CH2:21][N:20]([C:23]([C:25]3[N:30]=[CH:29][C:28]([C:31]4[CH:36]=[CH:35][N:34]=[CH:33][CH:32]=4)=[CH:27][N:26]=3)=S)[CH2:19][CH2:18]1)(=[O:16])=[O:15])=[CH:8]2.O.[NH2:38][NH2:39]. (2) Given the product [CH:35]([C:5]1[N:6]([CH:7]2[CH2:13][CH:12]3[N:14]([CH2:15][CH2:16][C@H:17]([NH:24][C:25]([CH:27]4[CH2:28][CH2:29][C:30]([F:34])([F:33])[CH2:31][CH2:32]4)=[O:26])[C:18]4[CH:23]=[CH:22][CH:21]=[CH:20][CH:19]=4)[CH:9]([CH2:10][CH2:11]3)[CH2:8]2)[C:2]([CH3:1])=[N:3][N:4]=1)([CH3:36])[CH3:37], predict the reactants needed to synthesize it. The reactants are: [CH3:1][C:2]1[N:6]([C@H:7]2[CH2:13][C@H:12]3[N:14]([CH2:15][CH2:16][C@H:17]([NH:24][C:25]([CH:27]4[CH2:32][CH2:31][C:30]([F:34])([F:33])[CH2:29][CH2:28]4)=[O:26])[C:18]4[CH:19]=[CH:20][CH:21]=[CH:22][CH:23]=4)[C@H:9]([CH2:10][CH2:11]3)[CH2:8]2)[C:5]([CH:35]([CH3:37])[CH3:36])=[N:4][N:3]=1.P([O-])([O-])([O-])=O.N.CCCCCC. (3) Given the product [F:1][C@H:2]1[CH2:19][C@@:17]2([CH3:18])[C@@H:13]([CH2:14][CH2:15][C:16]2=[O:20])[C@H:12]2[C@H:3]1[C:4]1[CH:5]=[CH:6][C:7]([OH:29])=[CH:8][C:9]=1[CH2:10][C@H:11]2[CH2:21][CH2:22][CH2:23][CH2:24][CH2:25][CH2:26][N:27]([CH3:55])[CH2:28][CH2:37][CH2:36][CH2:35][CH2:34][CH2:33][CH2:32][C:31]([F:30])([F:54])[C:50]([F:51])([F:52])[F:53], predict the reactants needed to synthesize it. The reactants are: [F:1][C@H:2]1[CH2:19][C@@:17]2([CH3:18])[C@@H:13]([CH2:14][CH2:15][C:16]2=[O:20])[C@H:12]2[C@H:3]1[C:4]1[CH:5]=[CH:6][C:7]([OH:29])=[CH:8][C:9]=1[CH2:10][C@H:11]2[CH2:21][CH2:22][CH2:23][CH2:24][CH2:25][CH2:26][NH:27][CH3:28].[F:30][C:31]([F:54])([C:50]([F:53])([F:52])[F:51])[CH2:32][CH2:33][CH2:34][CH2:35][CH2:36][CH2:37]COS(C1C=CC(C)=CC=1)(=O)=O.[C:55](=O)(O)[O-].[Na+]. (4) Given the product [CH2:1]([O:3][C:4](=[O:29])[CH2:5][CH2:6][CH2:7][O:8][C:9]1[CH:14]=[CH:13][CH:12]=[C:11]([CH2:15][CH2:16][CH2:17][CH2:18][CH2:19][CH2:20][Br:31])[C:10]=1[CH2:22][CH2:23][C:24]([O:26][CH2:27][CH3:28])=[O:25])[CH3:2], predict the reactants needed to synthesize it. The reactants are: [CH2:1]([O:3][C:4](=[O:29])[CH2:5][CH2:6][CH2:7][O:8][C:9]1[CH:14]=[CH:13][CH:12]=[C:11]([CH2:15][CH2:16][CH2:17][CH2:18][CH2:19][CH2:20]O)[C:10]=1[CH2:22][CH2:23][C:24]([O:26][CH2:27][CH3:28])=[O:25])[CH3:2].C(Br)(Br)(Br)[Br:31].C1(P(C2C=CC=CC=2)C2C=CC=CC=2)C=CC=CC=1. (5) Given the product [Cl:1][C:2]1[CH:7]=[CH:6][CH:5]=[C:4]([O:27][C:11]2[CH:16]=[CH:15][C:14]([F:17])=[CH:13][C:12]=2[CH3:18])[C:3]=1[CH3:9], predict the reactants needed to synthesize it. The reactants are: [Cl:1][C:2]1[CH:7]=[CH:6][CH:5]=[C:4](I)[C:3]=1[CH3:9].Br[C:11]1[CH:16]=[CH:15][C:14]([F:17])=[CH:13][C:12]=1[CH3:18].FC1C=CC(C)=C([OH:27])C=1. (6) Given the product [Cl:20][C:12]1[CH:13]=[C:14]([CH:18]=[CH2:19])[CH:15]=[C:16]([Cl:17])[C:11]=1[N:9]1[CH:8]=[C:7]2[C:2]([NH:29][C:25]3[CH:24]=[C:23]([CH3:22])[N:28]=[CH:27][N:26]=3)=[N:3][CH:4]=[C:5]([F:21])[C:6]2=[N:10]1, predict the reactants needed to synthesize it. The reactants are: Br[C:2]1[C:7]2=[CH:8][N:9]([C:11]3[C:16]([Cl:17])=[CH:15][C:14]([CH:18]=[CH2:19])=[CH:13][C:12]=3[Cl:20])[N:10]=[C:6]2[C:5]([F:21])=[CH:4][N:3]=1.[CH3:22][C:23]1[N:28]=[CH:27][N:26]=[C:25]([NH2:29])[CH:24]=1.CC1(C)C2C(=C(P(C3C=CC=CC=3)C3C=CC=CC=3)C=CC=2)OC2C(P(C3C=CC=CC=3)C3C=CC=CC=3)=CC=CC1=2.C(=O)([O-])[O-].[Cs+].[Cs+].